This data is from HIV replication inhibition screening data with 41,000+ compounds from the AIDS Antiviral Screen. The task is: Binary Classification. Given a drug SMILES string, predict its activity (active/inactive) in a high-throughput screening assay against a specified biological target. (1) The compound is Cc1ccc(S(=O)(=O)O)cc1.N=C(NO)NN=Cc1ccccn1. The result is 0 (inactive). (2) The compound is O=C(O)c1cc(Nc2nc(Cl)nc(Cl)n2)ccc1-c1c2ccc(=O)cc-2oc2cc(O)ccc12. The result is 1 (active). (3) The molecule is CCC(=O)N(c1ccccc1)C1CCN(C(C)Cc2ccccc2)CC1. The result is 0 (inactive). (4) The molecule is COc1cc(C=CC(=O)c2sc(-n3nc(-c4ccccc4)cc3-c3ccccc3)nc2C)ccc1O. The result is 0 (inactive). (5) The compound is CCOP(=O)(OCC)C1CC(C)OC1=O. The result is 0 (inactive). (6) The molecule is COc1cccc(NC(=S)Nn2c(C)nc3ccccc3c2=O)c1. The result is 0 (inactive). (7) The compound is CSc1nc(=O)cnn1C. The result is 0 (inactive). (8) The drug is O=[N+]([O-])c1ccc(-n2cccc2)cc1. The result is 0 (inactive).